Dataset: Full USPTO retrosynthesis dataset with 1.9M reactions from patents (1976-2016). Task: Predict the reactants needed to synthesize the given product. (1) Given the product [CH2:1]([O:8][C:9]1[CH:10]=[C:11]2[C:15](=[CH:16][CH:17]=1)[N:14]([CH3:21])[CH:13]=[CH:12]2)[C:2]1[CH:3]=[CH:4][CH:5]=[CH:6][CH:7]=1, predict the reactants needed to synthesize it. The reactants are: [CH2:1]([O:8][C:9]1[CH:10]=[C:11]2[C:15](=[CH:16][CH:17]=1)[NH:14][CH:13]=[CH:12]2)[C:2]1[CH:7]=[CH:6][CH:5]=[CH:4][CH:3]=1.[H-].[Na+].I[CH3:21]. (2) The reactants are: [NH:1]1[CH2:6][CH:5]=[C:4]([C:7]2[C:15]3[C:10](=[N:11][CH:12]=[CH:13][CH:14]=3)[NH:9][CH:8]=2)[CH2:3][CH2:2]1.C(N(CC)CC)C.[N:23]([CH2:26][C:27]1[CH:32]=[CH:31][CH:30]=[CH:29][CH:28]=1)=[C:24]=[O:25]. Given the product [CH2:26]([NH:23][C:24]([N:1]1[CH2:2][CH:3]=[C:4]([C:7]2[C:15]3[C:10](=[N:11][CH:12]=[CH:13][CH:14]=3)[NH:9][CH:8]=2)[CH2:5][CH2:6]1)=[O:25])[C:27]1[CH:32]=[CH:31][CH:30]=[CH:29][CH:28]=1, predict the reactants needed to synthesize it. (3) Given the product [CH3:1][O:2][C:3]([C:5]1([C:11]2[CH:12]=[CH:13][C:14]([NH2:17])=[CH:15][CH:16]=2)[CH2:6][CH2:7][O:8][CH2:9][CH2:10]1)=[O:4], predict the reactants needed to synthesize it. The reactants are: [CH3:1][O:2][C:3]([C:5]1([C:11]2[CH:16]=[CH:15][C:14]([N+:17]([O-])=O)=[CH:13][CH:12]=2)[CH2:10][CH2:9][O:8][CH2:7][CH2:6]1)=[O:4]. (4) Given the product [Cl:1][C:2]1[N:7]=[N:6][C:5]([NH:8][S:9]([CH2:12][C:13]2[CH:18]=[C:17]([C:19]#[N:20])[CH:16]=[CH:15][C:14]=2[Cl:21])(=[O:11])=[O:10])=[C:4]([OH:22])[CH:3]=1, predict the reactants needed to synthesize it. The reactants are: [Cl:1][C:2]1[N:7]=[N:6][C:5]([NH:8][S:9]([CH2:12][C:13]2[CH:18]=[C:17]([C:19]#[N:20])[CH:16]=[CH:15][C:14]=2[Cl:21])(=[O:11])=[O:10])=[C:4]([O:22]C)[CH:3]=1.B(Br)(Br)Br. (5) Given the product [Cl:1][C:2]1[CH:7]=[C:6]([C:12]2[CH:13]=[CH:14][CH:15]=[CH:16][C:11]=2[O:10][CH3:9])[N:5]=[CH:4][N:3]=1, predict the reactants needed to synthesize it. The reactants are: [Cl:1][C:2]1[CH:7]=[C:6](Cl)[N:5]=[CH:4][N:3]=1.[CH3:9][O:10][C:11]1[CH:16]=[CH:15][CH:14]=[CH:13][C:12]=1B(O)O.COCCOC.C(=O)([O-])O.[Na+].